From a dataset of Full USPTO retrosynthesis dataset with 1.9M reactions from patents (1976-2016). Predict the reactants needed to synthesize the given product. (1) Given the product [Cl:14][C:15]1[CH:16]=[C:17]([CH:20]=[CH:21][C:22]=1[Cl:23])[CH2:18][NH:19][C:2]1[C:11]2[C:6](=[C:7]([CH3:12])[CH:8]=[CH:9][CH:10]=2)[N:5]=[C:4]([CH3:13])[CH:3]=1, predict the reactants needed to synthesize it. The reactants are: Cl[C:2]1[C:11]2[C:6](=[C:7]([CH3:12])[CH:8]=[CH:9][CH:10]=2)[N:5]=[C:4]([CH3:13])[CH:3]=1.[Cl:14][C:15]1[CH:16]=[C:17]([CH:20]=[CH:21][C:22]=1[Cl:23])[CH2:18][NH2:19]. (2) Given the product [CH3:1][O:2][C:3]1[CH:4]=[CH:5][C:6]([C:9]2[C:13]3[C:14]([NH:18][CH2:19][C:20]([CH3:32])([CH3:31])[CH2:21][O:22][CH2:23][C:24]([OH:26])=[O:25])=[N:15][CH:16]=[CH:17][C:12]=3[O:11][C:10]=2[C:33]2[CH:38]=[CH:37][CH:36]=[CH:35][CH:34]=2)=[CH:7][CH:8]=1, predict the reactants needed to synthesize it. The reactants are: [CH3:1][O:2][C:3]1[CH:8]=[CH:7][C:6]([C:9]2[C:13]3[C:14]([NH:18][CH2:19][C:20]([CH3:32])([CH3:31])[CH2:21][O:22][CH2:23][C:24]([O:26]C(C)(C)C)=[O:25])=[N:15][CH:16]=[CH:17][C:12]=3[O:11][C:10]=2[C:33]2[CH:38]=[CH:37][CH:36]=[CH:35][CH:34]=2)=[CH:5][CH:4]=1.FC(F)(F)C(O)=O.